From a dataset of Full USPTO retrosynthesis dataset with 1.9M reactions from patents (1976-2016). Predict the reactants needed to synthesize the given product. (1) Given the product [CH3:22][O:23][CH2:24][O:25][C:26]1[CH:27]=[C:28]([CH:35]=[C:36]([O:43][CH2:44][O:45][CH3:46])[C:37]=1[CH2:38][CH:39]=[C:40]([CH3:42])[CH3:41])[CH2:29][O:30][S:31]([CH3:34])(=[O:33])=[O:32], predict the reactants needed to synthesize it. The reactants are: COCOC1C=C(CO)C=C(OCOC)C=1CC=C(C)C.[CH3:22][O:23][CH2:24][O:25][C:26]1[CH:27]=[C:28]([CH:35]=[C:36]([O:43][CH2:44][O:45][CH3:46])[C:37]=1[CH2:38][CH:39]=[C:40]([CH3:42])[CH3:41])[CH2:29][O:30][S:31]([CH3:34])(=[O:33])=[O:32].C(N(CC)CC)C.[Cl-].S([O-])(=O)(=O)C. (2) Given the product [I:18][C:6]1[S:5][C:4]([C:7]2([OH:12])[CH2:11][CH2:10][CH2:9][CH2:8]2)=[N:3][C:2]=1[CH3:1], predict the reactants needed to synthesize it. The reactants are: [CH3:1][C:2]1[N:3]=[CH:4][S:5][CH:6]=1.[C:7]1(=[O:12])[CH2:11][CH2:10][CH2:9][CH2:8]1.C([Li])CCC.[I:18]I. (3) Given the product [C:10]([O:12][CH2:2][CH:3]1[CH2:8][O:7][CH2:6][CH2:5][O:4]1)(=[O:11])[CH3:9], predict the reactants needed to synthesize it. The reactants are: I[CH2:2][CH:3]1[CH2:8][O:7][CH2:6][CH2:5][O:4]1.[CH3:9][C:10]([OH:12])=[O:11].